This data is from Reaction yield outcomes from USPTO patents with 853,638 reactions. The task is: Predict the reaction yield, written as a fraction of the theoretical maximum amount of product (1.0 means a 100% yield; for example, 0.34 means a 34% yield). (1) The reactants are [NH2:1][C:2]1[S:3][C:4]2[C:9]([N:10]=1)=[CH:8][CH:7]=[C:6]([O:11][C:12]1[CH:13]=[CH:14][C:15]([F:33])=[C:16]([NH:18][C:19](=[O:32])[C:20]3[CH:25]=[CH:24][CH:23]=[C:22]([C:26]4([C:29]#[N:30])[CH2:28][CH2:27]4)[C:21]=3[Cl:31])[CH:17]=1)[N:5]=2.[CH3:34][CH:35]([CH3:39])[C:36](Cl)=[O:37].O. The catalyst is CN(C)C1C=CN=CC=1.N1C=CC=CC=1. The product is [Cl:31][C:21]1[C:22]([C:26]2([C:29]#[N:30])[CH2:28][CH2:27]2)=[CH:23][CH:24]=[CH:25][C:20]=1[C:19]([NH:18][C:16]1[CH:17]=[C:12]([O:11][C:6]2[N:5]=[C:4]3[S:3][C:2]([NH:1][C:36](=[O:37])[CH:35]([CH3:39])[CH3:34])=[N:10][C:9]3=[CH:8][CH:7]=2)[CH:13]=[CH:14][C:15]=1[F:33])=[O:32]. The yield is 0.630. (2) The reactants are [F:1][C:2]1[CH:11]=[C:10]2[C:5]([CH:6]=[C:7]([C:13]#[C:14][Si](C)(C)C)[C:8](=[O:12])[O:9]2)=[CH:4][CH:3]=1.C([O-])([O-])=O.[K+].[K+].[NH4+].[Cl-]. The catalyst is CO. The product is [C:13]([C:7]1[C:8](=[O:12])[O:9][C:10]2[C:5]([CH:6]=1)=[CH:4][CH:3]=[C:2]([F:1])[CH:11]=2)#[CH:14]. The yield is 0.810. (3) The reactants are [OH-].[Na+].[CH3:3][O:4][C:5]1[N:10]=[C:9]2[NH:11][C:12]3[C:17]([C:18]([O:20]C)=[O:19])=[CH:16][C:15]([C:22]4[CH:27]=[CH:26][C:25]([O:28][CH3:29])=[CH:24][CH:23]=4)=[N:14][C:13]=3[C:8]2=[CH:7][CH:6]=1. The catalyst is O1CCCC1.CO. The product is [CH3:3][O:4][C:5]1[N:10]=[C:9]2[NH:11][C:12]3[C:17]([C:18]([OH:20])=[O:19])=[CH:16][C:15]([C:22]4[CH:23]=[CH:24][C:25]([O:28][CH3:29])=[CH:26][CH:27]=4)=[N:14][C:13]=3[C:8]2=[CH:7][CH:6]=1. The yield is 0.960. (4) The reactants are [CH2:1]([N:3]1[CH2:8][CH2:7][CH:6]([CH:9]2[CH2:14][CH2:13][N:12](C(OCC3C=CC=CC=3)=O)[CH2:11][CH2:10]2)[CH2:5][CH2:4]1)[CH3:2].O.C(O)(=O)C.[H][H]. The catalyst is CO.[Pd]. The product is [CH2:1]([N:3]1[CH2:4][CH2:5][CH:6]([CH:9]2[CH2:14][CH2:13][NH:12][CH2:11][CH2:10]2)[CH2:7][CH2:8]1)[CH3:2]. The yield is 1.00. (5) The product is [CH3:9][O:8][C:6]1[NH:7][C:30](=[O:31])[C:29]([CH2:28][C:25]2[CH:26]=[CH:27][C:22]([C:17]3[C:16]([C:14]#[N:15])=[CH:21][CH:20]=[CH:19][CH:18]=3)=[CH:23][CH:24]=2)=[C:35]([CH2:36][CH2:37][CH3:38])[N:10]=1. The catalyst is CO. The yield is 0.160. The reactants are S(O)(O)(=O)=O.[C:6](=[NH:10])([O:8][CH3:9])[NH2:7].C[O-].[Na+].[C:14]([C:16]1[CH:21]=[CH:20][CH:19]=[CH:18][C:17]=1[C:22]1[CH:27]=[CH:26][C:25]([CH2:28][CH:29]([C:35](=O)[CH2:36][CH2:37][CH3:38])[C:30](OCC)=[O:31])=[CH:24][CH:23]=1)#[N:15]. (6) The reactants are [F:1][C:2]1[CH:3]=[N:4][CH:5]=[C:6]([OH:8])[CH:7]=1.[H-].[Na+].Br[CH2:12][C:13]1[CH:22]=[CH:21][C:20]([Cl:23])=[CH:19][C:14]=1[C:15]([O:17][CH3:18])=[O:16]. The catalyst is CN(C)C=O. The product is [Cl:23][C:20]1[CH:21]=[CH:22][C:13]([CH2:12][O:8][C:6]2[CH:5]=[N:4][CH:3]=[C:2]([F:1])[CH:7]=2)=[C:14]([CH:19]=1)[C:15]([O:17][CH3:18])=[O:16]. The yield is 0.530. (7) The reactants are Cl[CH2:2][CH:3]1[O:8][CH2:7][C@@H:6]2[CH2:9][S:10][CH2:11][N:5]2[CH2:4]1.[F:12][C:13]([F:18])([F:17])[C:14]([OH:16])=[O:15].[Cl:19][C:20]1[CH:21]=[C:22]([NH:27][C:28]2[C:37]3[C:32](=[CH:33][C:34]([OH:40])=[C:35]([O:38][CH3:39])[CH:36]=3)[N:31]=[CH:30][N:29]=2)[CH:23]=[CH:24][C:25]=1[Cl:26].C(=O)([O-])[O-].[K+].[K+]. The catalyst is CN(C)C(=O)C. The product is [F:12][C:13]([F:18])([F:17])[C:14]([OH:16])=[O:15].[Cl:19][C:20]1[CH:21]=[C:22]([NH:27][C:28]2[C:37]3[C:32](=[CH:33][C:34]([O:40][CH2:2][CH:3]4[O:8][CH2:7][C@@H:6]5[CH2:9][S:10][CH2:11][N:5]5[CH2:4]4)=[C:35]([O:38][CH3:39])[CH:36]=3)[N:31]=[CH:30][N:29]=2)[CH:23]=[CH:24][C:25]=1[Cl:26]. The yield is 0.0890. (8) No catalyst specified. The product is [Br:15][C:16]1[CH:17]=[C:18]2[C:22](=[CH:23][CH:24]=1)[NH:21][C:20]1[C:25](=[O:26])[NH:27][CH2:28][CH2:29][C:30](=[O:32])[C:19]2=1. The yield is 0.700. The reactants are O=P12OP3(OP(OP(O3)(O1)=O)(=O)O2)=O.[Br:15][C:16]1[CH:17]=[C:18]2[C:22](=[CH:23][CH:24]=1)[NH:21][C:20]([C:25]([NH:27][CH2:28][CH2:29][C:30]([OH:32])=O)=[O:26])=[CH:19]2.